Dataset: Hepatocyte clearance measurements from AstraZeneca. Task: Regression/Classification. Given a drug SMILES string, predict its absorption, distribution, metabolism, or excretion properties. Task type varies by dataset: regression for continuous measurements (e.g., permeability, clearance, half-life) or binary classification for categorical outcomes (e.g., BBB penetration, CYP inhibition). For this dataset (clearance_hepatocyte_az), we predict log10(clearance) (log10 of the in vitro intrinsic clearance, CLint, in uL/min per 10^6 hepatocytes; values are censored to the assay range of 3 to 150, which is 0.477 to 2.18 on this log10 scale). (1) The compound is Cc1ccc(S(=O)(=O)Nc2c(C(=O)NC(C)C(C)(C)C)c(C)nn2-c2ccccc2)cc1. The log10(clearance) is 0.850. (2) The compound is CC(=O)Nc1nc(CCc2ccc(NC(=N)N)cc2)cs1. The log10(clearance) is 1.11.